Dataset: Peptide-MHC class II binding affinity with 134,281 pairs from IEDB. Task: Regression. Given a peptide amino acid sequence and an MHC pseudo amino acid sequence, predict their binding affinity value. This is MHC class II binding data. (1) The peptide sequence is AFKWAATAANAAPAN. The MHC is DRB1_0901 with pseudo-sequence DRB1_0901. The binding affinity (normalized) is 0.660. (2) The peptide sequence is LQLVGIQRAGLAPTG. The MHC is DRB1_1501 with pseudo-sequence DRB1_1501. The binding affinity (normalized) is 0.134. (3) The peptide sequence is GILQIVDKIDAAFKI. The MHC is DRB3_0101 with pseudo-sequence DRB3_0101. The binding affinity (normalized) is 0.779. (4) The peptide sequence is KRWIILGLNKIVRMY. The MHC is DRB1_1302 with pseudo-sequence DRB1_1302. The binding affinity (normalized) is 1.00. (5) The peptide sequence is HTSVEADVDAALEVL. The MHC is HLA-DQA10102-DQB10602 with pseudo-sequence HLA-DQA10102-DQB10602. The binding affinity (normalized) is 0.191. (6) The peptide sequence is NIWADDLAASLSTLE. The MHC is HLA-DQA10102-DQB10602 with pseudo-sequence HLA-DQA10102-DQB10602. The binding affinity (normalized) is 0.382. (7) The peptide sequence is HNQTFLIDGPETAEC. The MHC is DRB1_0401 with pseudo-sequence DRB1_0401. The binding affinity (normalized) is 0.641. (8) The peptide sequence is LQFRRIRGPRASVIP. The MHC is DRB1_0405 with pseudo-sequence DRB1_0405. The binding affinity (normalized) is 0.769. (9) The peptide sequence is EGWPYIACRTSIVGR. The MHC is H-2-IAb with pseudo-sequence H-2-IAb. The binding affinity (normalized) is 0.142. (10) The peptide sequence is RKVKRVVASLMRGLS. The MHC is H-2-IAb with pseudo-sequence H-2-IAb. The binding affinity (normalized) is 0.130.